This data is from NCI-60 drug combinations with 297,098 pairs across 59 cell lines. The task is: Regression. Given two drug SMILES strings and cell line genomic features, predict the synergy score measuring deviation from expected non-interaction effect. (1) Drug 1: CS(=O)(=O)OCCCCOS(=O)(=O)C. Drug 2: C1C(C(OC1N2C=NC(=NC2=O)N)CO)O. Cell line: MOLT-4. Synergy scores: CSS=85.0, Synergy_ZIP=1.88, Synergy_Bliss=1.96, Synergy_Loewe=5.62, Synergy_HSA=7.28. (2) Cell line: MDA-MB-231. Drug 1: CCC(=C(C1=CC=CC=C1)C2=CC=C(C=C2)OCCN(C)C)C3=CC=CC=C3.C(C(=O)O)C(CC(=O)O)(C(=O)O)O. Drug 2: CNC(=O)C1=NC=CC(=C1)OC2=CC=C(C=C2)NC(=O)NC3=CC(=C(C=C3)Cl)C(F)(F)F. Synergy scores: CSS=0.915, Synergy_ZIP=3.22, Synergy_Bliss=8.90, Synergy_Loewe=1.61, Synergy_HSA=3.02.